This data is from Full USPTO retrosynthesis dataset with 1.9M reactions from patents (1976-2016). The task is: Predict the reactants needed to synthesize the given product. Given the product [C:1]([O:5][C:6](=[O:30])[CH2:7][O:8][C:9]1[CH:14]=[CH:13][C:12]([C:15]#[N:16])=[CH:11][C:10]=1[C:17]#[C:18][C:19]1[CH:24]=[C:23]([S:25]([CH3:28])(=[O:27])=[O:26])[CH:22]=[CH:21][C:20]=1[CH:31]([CH3:33])[CH3:32])([CH3:4])([CH3:3])[CH3:2], predict the reactants needed to synthesize it. The reactants are: [C:1]([O:5][C:6](=[O:30])[CH2:7][O:8][C:9]1[CH:14]=[CH:13][C:12]([C:15]#[N:16])=[CH:11][C:10]=1[C:17]#[C:18][C:19]1[CH:24]=[C:23]([S:25]([CH3:28])(=[O:27])=[O:26])[CH:22]=[CH:21][C:20]=1F)([CH3:4])([CH3:3])[CH3:2].[C:31](OC(=O)COC1C=CC(C#N)=CC=1C#C)(C)([CH3:33])[CH3:32].IC1C=C(S(C)(=O)=O)C=CC=1C(C)C.